Dataset: Full USPTO retrosynthesis dataset with 1.9M reactions from patents (1976-2016). Task: Predict the reactants needed to synthesize the given product. (1) The reactants are: [CH:1]12[O:8][CH:5]([CH2:6][CH2:7]1)[CH2:4][N:3]([C:9]1[C:10]3[CH2:18][O:17][C:16](=[O:19])[C:11]=3[N:12]=[C:13]([Cl:15])[N:14]=1)[CH2:2]2.[CH3:20][Mg]Br. Given the product [CH:5]12[O:8][CH:1]([CH2:7][CH2:6]1)[CH2:2][N:3]([C:9]1[C:10]3[CH2:18][O:17][C:16]([CH3:20])([OH:19])[C:11]=3[N:12]=[C:13]([Cl:15])[N:14]=1)[CH2:4]2, predict the reactants needed to synthesize it. (2) Given the product [F:13][C:12]1[CH:11]=[CH:10][C:4]([C:5]([O:7][CH2:8][CH3:9])=[O:6])=[CH:3][C:2]=1[NH:1][C:17](=[O:18])[CH2:16][O:15][CH3:14], predict the reactants needed to synthesize it. The reactants are: [NH2:1][C:2]1[CH:3]=[C:4]([CH:10]=[CH:11][C:12]=1[F:13])[C:5]([O:7][CH2:8][CH3:9])=[O:6].[CH3:14][O:15][CH2:16][C:17](Cl)=[O:18]. (3) Given the product [N+:16]([C:40]1[CH:45]=[CH:44][C:43]([C:34]2[O:36][C:37]([CH2:38][O:1][C:2]3[CH:3]=[C:4]([S:8][C:9]([CH3:15])([CH3:14])[C:10]([O:12][CH3:13])=[O:11])[CH:5]=[CH:6][CH:7]=3)=[CH:39][CH:59]=2)=[CH:42][CH:41]=1)([O-:18])=[O:17], predict the reactants needed to synthesize it. The reactants are: [OH:1][C:2]1[CH:3]=[C:4]([S:8][C:9]([CH3:15])([CH3:14])[C:10]([O:12][CH3:13])=[O:11])[CH:5]=[CH:6][CH:7]=1.[N+:16](C1OC(CO)=CC=1)([O-:18])=[O:17].[CH3:38][CH:37]([O:36][C:34](/N=N/[C:34]([O:36][CH:37]([CH3:39])[CH3:38])=O)=O)[CH3:39].[C:40]1(P([C:40]2[CH:45]=[CH:44][CH:43]=[CH:42][CH:41]=2)[C:40]2[CH:45]=[CH:44][CH:43]=[CH:42][CH:41]=2)[CH:45]=[CH:44][CH:43]=[CH:42][CH:41]=1.[CH2:59]1COCC1.